Dataset: Reaction yield outcomes from USPTO patents with 853,638 reactions. Task: Predict the reaction yield, written as a fraction of the theoretical maximum amount of product (1.0 means a 100% yield; for example, 0.34 means a 34% yield). The catalyst is CN(C)C1C=CN=CC=1.C(OCC)(=O)C. The product is [F:20][C:21]1([F:27])[CH2:23][CH:22]1[C:24]([NH:18][C:13]1[N:14]=[CH:15][C:16]2[C:11]([CH:12]=1)=[CH:10][CH:9]=[C:8]([C:6]1[CH:7]=[C:2]([F:1])[CH:3]=[CH:4][C:5]=1[CH3:19])[CH:17]=2)=[O:25]. The yield is 0.730. The reactants are [F:1][C:2]1[CH:3]=[CH:4][C:5]([CH3:19])=[C:6]([C:8]2[CH:17]=[C:16]3[C:11]([CH:12]=[C:13]([NH2:18])[N:14]=[CH:15]3)=[CH:10][CH:9]=2)[CH:7]=1.[F:20][C:21]1([F:27])[CH2:23][CH:22]1[C:24](O)=[O:25].F[P-](F)(F)(F)(F)F.N1(O[P+](N2CCCC2)(N2CCCC2)N2CCCC2)C2N=CC=CC=2N=N1.CN(C)C=O.C(N(CC)C(C)C)(C)C.